From a dataset of Catalyst prediction with 721,799 reactions and 888 catalyst types from USPTO. Predict which catalyst facilitates the given reaction. Reactant: [CH3:1][O:2][C:3](=[O:12])[CH2:4][C:5]1[CH:6]=[N:7][CH:8]=[C:9](Br)[CH:10]=1.C1(P(C2CCCCC2)C2C=CC=CC=2C2C(OC)=CC=CC=2OC)CCCCC1.P([O-])([O-])([O-])=O.[K+].[K+].[K+].[CH2:50]([C:52]([C:71]1[CH:76]=[CH:75][C:74](/[CH:77]=[CH:78]/[C:79]2([OH:85])[CH2:84][CH2:83][S:82][CH2:81][CH2:80]2)=[C:73]([CH3:86])[CH:72]=1)([C:55]1[CH:60]=[CH:59][C:58](B2OC(C)(C)C(C)(C)O2)=[C:57]([CH3:70])[CH:56]=1)[CH2:53][CH3:54])[CH3:51]. Product: [CH3:1][O:2][C:3](=[O:12])[CH2:4][C:5]1[CH:6]=[N:7][CH:8]=[C:9]([C:58]2[CH:59]=[CH:60][C:55]([C:52]([CH2:53][CH3:54])([C:71]3[CH:76]=[CH:75][C:74](/[CH:77]=[CH:78]/[C:79]4([OH:85])[CH2:84][CH2:83][S:82][CH2:81][CH2:80]4)=[C:73]([CH3:86])[CH:72]=3)[CH2:50][CH3:51])=[CH:56][C:57]=2[CH3:70])[CH:10]=1. The catalyst class is: 493.